Task: Regression. Given a peptide amino acid sequence and an MHC pseudo amino acid sequence, predict their binding affinity value. This is MHC class II binding data.. Dataset: Peptide-MHC class II binding affinity with 134,281 pairs from IEDB (1) The peptide sequence is SGFLGPLLVLQAGFF. The MHC is HLA-DQA10501-DQB10301 with pseudo-sequence HLA-DQA10501-DQB10301. The binding affinity (normalized) is 0.441. (2) The peptide sequence is IDLNVLLSAAINFFL. The MHC is HLA-DPA10103-DPB10401 with pseudo-sequence HLA-DPA10103-DPB10401. The binding affinity (normalized) is 0.198. (3) The peptide sequence is AAATAATTVYGAFAA. The MHC is HLA-DQA10501-DQB10301 with pseudo-sequence HLA-DQA10501-DQB10301. The binding affinity (normalized) is 0.672. (4) The peptide sequence is YDKFLANVSTVLTGD. The MHC is DRB1_0701 with pseudo-sequence DRB1_0701. The binding affinity (normalized) is 0.858.